From a dataset of NCI-60 drug combinations with 297,098 pairs across 59 cell lines. Regression. Given two drug SMILES strings and cell line genomic features, predict the synergy score measuring deviation from expected non-interaction effect. Drug 1: CC1C(C(CC(O1)OC2CC(CC3=C2C(=C4C(=C3O)C(=O)C5=C(C4=O)C(=CC=C5)OC)O)(C(=O)CO)O)N)O.Cl. Drug 2: C1=CC(=CC=C1CCCC(=O)O)N(CCCl)CCCl. Cell line: HCT-15. Synergy scores: CSS=1.04, Synergy_ZIP=6.58, Synergy_Bliss=5.71, Synergy_Loewe=4.04, Synergy_HSA=2.44.